Dataset: Experimentally validated miRNA-target interactions with 360,000+ pairs, plus equal number of negative samples. Task: Binary Classification. Given a miRNA mature sequence and a target amino acid sequence, predict their likelihood of interaction. (1) The miRNA is mmu-miR-1983 with sequence CUCACCUGGAGCAUGUUUUCU. The protein sequence of the target gene is MARKRKPPSSQGDPRRYDPDFQGPTAKRTCTDVLCCLIFLLFILGYVLLGLLAWAHGDPRKMAYPTDSQGHFCGQKGTPNENKTVLFYFNIFRCTSPSMMLRLQCSTTQICVSRCPERFLTYLDMQFLNKEDKNYWEYYRQFCKAKAKPVETLRDLLISGDCPLAVYPSRPFLQRCIPDLSALNGTWTPGSRMKFEDGSGQTRTMLEFREAANGISDLINARTIGLKLLEDYATSWKWILIGLTVAMALSWTFLILLRFTAGFLFWFFIFGVLGIIGYGIWYCFLEYSSIQQRPQSTFWM.... Result: 0 (no interaction). (2) The miRNA is hsa-miR-299-3p with sequence UAUGUGGGAUGGUAAACCGCUU. The protein sequence of the target gene is MASEVVCGLIFRLLLPICLAVACAFRYNGLSFVYLIYLLLIPLFSEPTKATMQGHTGRLLQSLCITSLSFLLLHIIFHITLASLEAQHRITPAYNCSTWEKTFRQIGFESLKGADAGNGIRVFVPDIGMFIASLTIWLVCRTIVKKPDTEEIAQLNSECENEELAGGEKMDSEEALIYEEDLDGEEGMEGELEESTKLKILRRFASVASKLKEFIGNMITTAGKVVVTILLGSSGMMLPSLTSAVYFFVFLGLCTWWSWCRTFDPLLFGCLCVLLAIFTAGHLIGLYLYQFQFFQEAVPP.... Result: 0 (no interaction).